From a dataset of Full USPTO retrosynthesis dataset with 1.9M reactions from patents (1976-2016). Predict the reactants needed to synthesize the given product. (1) Given the product [C:9]([O:8][C@@H:7]1[C@@H:17]([O:18][C:19](=[O:26])[C:20]2[CH:25]=[CH:24][CH:23]=[CH:22][CH:21]=2)[C@H:27]([O:28][C:29](=[O:36])[C:30]2[CH:31]=[CH:32][CH:33]=[CH:34][CH:35]=2)[C@@H:37]([CH2:39][O:40][C:41](=[O:48])[C:42]2[CH:43]=[CH:44][CH:45]=[CH:46][CH:47]=2)[O:38][C@H:6]1[OH:5])(=[O:16])[C:10]1[CH:15]=[CH:14][CH:13]=[CH:12][CH:11]=1, predict the reactants needed to synthesize it. The reactants are: ClC(Cl)(Cl)C([O:5][CH:6]1[O:38][C@H:37]([CH2:39][O:40][C:41](=[O:48])[C:42]2[CH:47]=[CH:46][CH:45]=[CH:44][CH:43]=2)[C@@H:27]([O:28][C:29](=[O:36])[C:30]2[CH:35]=[CH:34][CH:33]=[CH:32][CH:31]=2)[C@H:17]([O:18][C:19](=[O:26])[C:20]2[CH:25]=[CH:24][CH:23]=[CH:22][CH:21]=2)[C@H:7]1[O:8][C:9](=[O:16])[C:10]1[CH:15]=[CH:14][CH:13]=[CH:12][CH:11]=1)=N.C[C@H]1CO[C@@]2(O[C@H]3C[C@H]4[C@@H]5CC=C6C[C@@H](O)CC[C@]6(C)[C@H]5CC[C@]4(C)[C@H]3[C@@H]2C)CC1.[Si](OS(C(F)(F)F)(=O)=O)(C)(C)C.CN1CCOCC1. (2) Given the product [CH2:1]([O:3][C:4]([C:6]1([C:9]2[CH:10]=[CH:11][C:12]([C:15]3[CH:20]=[CH:19][C:18]([C:21]4[O:25][N:24]=[C:23]([CH3:26])[C:22]=4[CH2:27][CH2:28][O:29][CH2:31][C:32]4[CH:33]=[N:34][CH:35]=[CH:36][CH:37]=4)=[CH:17][CH:16]=3)=[CH:13][CH:14]=2)[CH2:8][CH2:7]1)=[O:5])[CH3:2], predict the reactants needed to synthesize it. The reactants are: [CH2:1]([O:3][C:4]([C:6]1([C:9]2[CH:14]=[CH:13][C:12]([C:15]3[CH:20]=[CH:19][C:18]([C:21]4[O:25][N:24]=[C:23]([CH3:26])[C:22]=4[CH2:27][CH2:28][OH:29])=[CH:17][CH:16]=3)=[CH:11][CH:10]=2)[CH2:8][CH2:7]1)=[O:5])[CH3:2].Br[CH2:31][C:32]1[CH:33]=[N:34][CH:35]=[CH:36][CH:37]=1. (3) The reactants are: [CH3:1][C:2]1[C:7]([CH3:8])=[CH:6][CH:5]=[CH:4][C:3]=1B(O)O.Cl[C:13]1[N:18]=[C:17]([NH2:19])[N:16]=[C:15]([NH:20][CH2:21][CH2:22][C:23]2[CH:28]=[CH:27][CH:26]=[CH:25][CH:24]=2)[CH:14]=1. Given the product [CH3:1][C:2]1[C:7]([CH3:8])=[CH:6][CH:5]=[CH:4][C:3]=1[C:13]1[N:18]=[C:17]([NH2:19])[N:16]=[C:15]([NH:20][CH2:21][CH2:22][C:23]2[CH:24]=[CH:25][CH:26]=[CH:27][CH:28]=2)[CH:14]=1, predict the reactants needed to synthesize it.